Predict the reactants needed to synthesize the given product. From a dataset of Full USPTO retrosynthesis dataset with 1.9M reactions from patents (1976-2016). (1) Given the product [CH2:28]([O:30][C:31](=[O:45])[CH2:32][C:33]1[N:41]2[C:36]([CH:37]=[CH:38][C:39]([C:42]#[N:43])=[CH:40]2)=[C:35]([S:17][C:18]2[CH:19]=[CH:20][C:21]([S:24]([CH3:27])(=[O:25])=[O:26])=[CH:22][CH:23]=2)[C:34]=1[CH3:44])[CH3:29], predict the reactants needed to synthesize it. The reactants are: S(Cl)(Cl)(=O)=O.[CH3:27][S:24]([C:21]1[CH:22]=[CH:23][C:18]([S:17][S:17][C:18]2[CH:23]=[CH:22][C:21]([S:24]([CH3:27])(=[O:26])=[O:25])=[CH:20][CH:19]=2)=[CH:19][CH:20]=1)(=[O:26])=[O:25].[CH2:28]([O:30][C:31](=[O:45])[CH2:32][C:33]1[N:41]2[C:36]([CH:37]=[CH:38][C:39]([C:42]#[N:43])=[CH:40]2)=[CH:35][C:34]=1[CH3:44])[CH3:29]. (2) Given the product [Cl:18][C:12]1[CH:11]=[CH:10][N:9]=[C:8]([NH:7][C:1]2[CH:6]=[CH:5][CH:4]=[CH:3][CH:2]=2)[N:13]=1, predict the reactants needed to synthesize it. The reactants are: [C:1]1([NH:7][C:8]2[N:13]=[C:12](O)[CH:11]=[CH:10][N:9]=2)[CH:6]=[CH:5][CH:4]=[CH:3][CH:2]=1.Cl.P(Cl)(Cl)([Cl:18])=O. (3) Given the product [CH2:1]([O:8][C:9]1[CH:14]=[CH:13][N:12]([C:15]2[CH:20]=[CH:19][C:18]3[C:21]4[CH2:26][CH2:25][NH:24][CH2:23][C:22]=4[S:34][C:17]=3[CH:16]=2)[C:11](=[O:35])[CH:10]=1)[C:2]1[CH:3]=[CH:4][CH:5]=[CH:6][CH:7]=1, predict the reactants needed to synthesize it. The reactants are: [CH2:1]([O:8][C:9]1[CH:14]=[CH:13][N:12]([C:15]2[CH:20]=[CH:19][C:18]3[C:21]4[CH2:26][CH2:25][N:24](C(OC(C)(C)C)=O)[CH2:23][C:22]=4[S:34][C:17]=3[CH:16]=2)[C:11](=[O:35])[CH:10]=1)[C:2]1[CH:7]=[CH:6][CH:5]=[CH:4][CH:3]=1.Cl. (4) The reactants are: [Cl-].[NH4+:2].C([O-])(=O)C.[Na+].[Cl:8][C:9]1[C:10]([CH2:27][CH:28]=O)=[C:11]([CH:25]=O)[C:12]([C:18]2[CH:23]=[CH:22][CH:21]=[C:20]([F:24])[CH:19]=2)=[C:13]([CH:15]([OH:17])[CH3:16])[CH:14]=1.O1CCCC1. Given the product [Cl:8][C:9]1[CH:14]=[C:13]([CH:15]([OH:17])[CH3:16])[C:12]([C:18]2[CH:23]=[CH:22][CH:21]=[C:20]([F:24])[CH:19]=2)=[C:11]2[C:10]=1[CH:27]=[CH:28][N:2]=[CH:25]2, predict the reactants needed to synthesize it. (5) The reactants are: [F:1][C:2]([F:14])([F:13])[C:3]1[CH:4]=[N:5][CH:6]=[C:7]([CH:12]=1)[C:8]([O:10][CH3:11])=[O:9]. Given the product [F:13][C:2]([F:1])([F:14])[CH:3]1[CH2:4][NH:5][CH2:6][CH:7]([C:8]([O:10][CH3:11])=[O:9])[CH2:12]1, predict the reactants needed to synthesize it. (6) Given the product [CH3:36][O:35][CH2:34][CH2:33][O:32][C:30](=[O:31])[N:14]([N:8]1[C:7](=[O:19])[C:6]2[C:11](=[CH:12][C:3]([CH:2]([F:1])[F:28])=[C:4]([C:20]3[N:21]([CH:25]([CH3:26])[CH3:27])[N:22]=[CH:23][CH:24]=3)[CH:5]=2)[NH:10][C:9]1=[O:13])[S:15]([CH3:18])(=[O:16])=[O:17], predict the reactants needed to synthesize it. The reactants are: [F:1][CH:2]([F:28])[C:3]1[CH:12]=[C:11]2[C:6]([C:7](=[O:19])[N:8]([NH:14][S:15]([CH3:18])(=[O:17])=[O:16])[C:9](=[O:13])[NH:10]2)=[CH:5][C:4]=1[C:20]1[N:21]([CH:25]([CH3:27])[CH3:26])[N:22]=[CH:23][CH:24]=1.Cl[C:30]([O:32][CH2:33][CH2:34][O:35][CH3:36])=[O:31]. (7) Given the product [N:1]1([CH2:6][CH2:7][NH:8][C:9]2[N:14]=[C:13]([C:15]3[S:19][C:18]4[C:20]([C:24]5[C:25]([CH:31]([NH:33][CH3:34])[CH3:32])=[CH:26][N:27]=[C:28]([Cl:30])[CH:29]=5)=[CH:21][CH:22]=[CH:23][C:17]=4[CH:16]=3)[CH:12]=[CH:11][N:10]=2)[CH:5]=[CH:4][N:3]=[N:2]1, predict the reactants needed to synthesize it. The reactants are: [N:1]1([CH2:6][CH2:7][NH:8][C:9]2[N:14]=[C:13]([C:15]3[S:19][C:18]4[C:20]([C:24]5[CH:29]=[C:28]([Cl:30])[N:27]=[CH:26][C:25]=5[CH:31]([N:33](C)[C:34](=O)OC(C)(C)C)[CH3:32])=[CH:21][CH:22]=[CH:23][C:17]=4[CH:16]=3)[CH:12]=[CH:11][N:10]=2)[CH:5]=[CH:4][N:3]=[N:2]1.C(O)(C(F)(F)F)=O. (8) Given the product [N+:15]([C:2]1[CH:3]=[C:4]2[C:5](=[CH:6][CH:1]=1)[C:7](=[O:8])[C:9]([Cl:14])=[C:10]([Cl:13])[C:11]2=[O:12])([O-:17])=[O:16], predict the reactants needed to synthesize it. The reactants are: [CH:1]1[CH:2]=[CH:3][C:4]2[C:11](=[O:12])[C:10]([Cl:13])=[C:9]([Cl:14])[C:7](=[O:8])[C:5]=2[CH:6]=1.[N+:15]([O-])([OH:17])=[O:16].OS(O)(=O)=O. (9) Given the product [N:10]1([C:8]2[C:7]3[C:6](=[N:17][CH:18]=[CH:20][N:16]=3)[N:5]=[C:4]([NH2:3])[N:9]=2)[CH2:15][CH2:14][O:13][CH2:12][CH2:11]1, predict the reactants needed to synthesize it. The reactants are: Cl.Cl.[NH2:3][C:4]1[N:9]=[C:8]([N:10]2[CH2:15][CH2:14][O:13][CH2:12][CH2:11]2)[C:7]([NH2:16])=[C:6]([NH2:17])[N:5]=1.[CH:18]([CH:20]=O)=O. (10) Given the product [CH3:23][O:22][C:16]1[CH:15]=[C:14]([CH:19]=[CH:18][C:17]=1[O:20][CH3:21])[C:13]([NH:12][C:9]1[CH:10]=[CH:11][C:6]([C:3]([CH3:5])([CH3:4])[CH2:2][NH:1][C:35]([C:28]2[C:29]3[C:34](=[CH:33][CH:32]=[CH:31][CH:30]=3)[NH:26][N:27]=2)=[O:36])=[C:7]([CH3:25])[CH:8]=1)=[O:24], predict the reactants needed to synthesize it. The reactants are: [NH2:1][CH2:2][C:3]([C:6]1[CH:11]=[CH:10][C:9]([NH:12][C:13](=[O:24])[C:14]2[CH:19]=[CH:18][C:17]([O:20][CH3:21])=[C:16]([O:22][CH3:23])[CH:15]=2)=[CH:8][C:7]=1[CH3:25])([CH3:5])[CH3:4].[NH:26]1[C:34]2[C:29](=[CH:30][CH:31]=[CH:32][CH:33]=2)[C:28]([C:35](O)=[O:36])=[N:27]1.C1C=CC2N(O)N=NC=2C=1.C(Cl)CCl.